This data is from Experimentally validated miRNA-target interactions with 360,000+ pairs, plus equal number of negative samples. The task is: Binary Classification. Given a miRNA mature sequence and a target amino acid sequence, predict their likelihood of interaction. (1) The protein sequence of the target gene is MTTSTLQKAIDLVTKATEEDKAKNYEEALRLYQHAVEYFLHAIKYEAHSDKAKESIRAKCVQYLDRAEKLKDYLRSKEKHGKKPVKENQSEGKGSDSDSEGDNPEKKKLQEQLMGAVVMEKPNIRWNDVAGLEGAKEALKEAVILPIKFPHLFTGKRTPWRGILLFGPPGTGKSYLAKAVATEANNSTFFSVSSSDLMSKWLGESEKLVKNLFELARQHKPSIIFIDEVDSLCGSRNENESEAARRIKTEFLVQMQGVGNNNDGTLVLGATNIPWVLDSAIRRRFEKRIYIPLPEEAARA.... Result: 1 (interaction). The miRNA is hsa-miR-7157-5p with sequence UCAGCAUUCAUUGGCACCAGAGA. (2) The miRNA is cel-miR-90-3p with sequence UGAUAUGUUGUUUGAAUGCCCCU. Result: 0 (no interaction). The protein sequence of the target gene is MAAEDVVATGADPSELEGGGLLHEIFTSPLNLLLLGLCIFLLYKIVRGDQPGASGDNDDDEPPPLPRLKRRDFTPAELRRFDGVQDPRILMAINGKVFDVTKGRKFYGPEGPYGVFAGRDASRGLATFCLDKEALKDEYDDLSDLTPAQQETLSDWDSQFTFKYHHVGKLLKEGEEPTVYSDDEEPKDETARKNE. (3) The miRNA is hsa-miR-6501-5p with sequence AGUUGCCAGGGCUGCCUUUGGU. Result: 0 (no interaction). The protein sequence of the target gene is MDALNRNQIGPGCQTQTMVQKGPLDLIETGKGLKVQTDKPHLVSLGSGRLSTAITLLPLEEGRTVIGSAARDISLQGPGLAPEHCYIENLRGTLTLYPCGNACTIDGLPVRQPTRLTQGCMLCLGQSTFLRFNHPAEAKWMKSMIPAGGRAPGPPYSPVPAESESLVNGNHTPQTATRGPSACASHSSLVSSIEKDLQEIMDSLVLEEPGAAGKKPAATSPLSPMANGGRYLLSPPTSPGAMSVGSSYENTSPAFSPLSSPASSGSCASHSPSGQEPGPSVPPLVPARSSSYHLALQPPQ.... (4) The miRNA is mmu-miR-20a-5p with sequence UAAAGUGCUUAUAGUGCAGGUAG. The protein sequence of the target gene is MFGKKKKKIEISGPSNFEHRVHTGFDPQEQKFTGLPQQWHSLLADTANRPKPMVDPSCITPIQLAPMKTIVRGNKSCKETSINGLLEDFDNISVTRSNSLRKESPPTPDQGAASRIQGHSEENGFITFSQYSSESDTTADYTTEKYRDRSLYGDDLDLYYKSSHAAKQNGHAMKMKHGDAYYPEMKSLKTDLAGFPVDYHTHLDSLRKSSEYGDLRWDYQRASSSSPLDYSFQLTPSRTAGTSRCSKESLAYSESDWGPSLDDYDRRPKSSYLHQTSPQPAMRQRSKSGSGLQEPMMPFG.... Result: 0 (no interaction). (5) The miRNA is hsa-miR-149-3p with sequence AGGGAGGGACGGGGGCUGUGC. The protein sequence of the target gene is MTMAPDVRLEYLEEVASIVLKFKPDKWSKLIGAEENVALFTEFFEKPDVQVLVLTLNAAGMIIPCLGFPQSLKSKGVYFIKTKSENINKDNYRARLLYGDISPTPVDQLIAVVEEVLSSLLNQSENMAGWPQVVSEDIVKQVHRLKNEMFVMSGKIKGKTLLPIPEHLGSLDGTLESMERIPSSLDNLLLHAIETTIIDWSHQIRDVLSKDSAQALLDGLHPLPQVEFEFWDTRLLNLKCIHEQLNRPKVNKIVEILEKAKSCYWPALQNVYTNVTEGLKEANDIVLYLKPLRILLEEME.... Result: 1 (interaction).